From a dataset of Peptide-MHC class II binding affinity with 134,281 pairs from IEDB. Regression. Given a peptide amino acid sequence and an MHC pseudo amino acid sequence, predict their binding affinity value. This is MHC class II binding data. (1) The peptide sequence is KDKWIALKESWGAIW. The binding affinity (normalized) is 0.335. The MHC is HLA-DQA10501-DQB10301 with pseudo-sequence HLA-DQA10501-DQB10301. (2) The peptide sequence is ISATPEWATPFPHRK. The MHC is DRB5_0101 with pseudo-sequence DRB5_0101. The binding affinity (normalized) is 0.391.